Task: Predict the product of the given reaction.. Dataset: Forward reaction prediction with 1.9M reactions from USPTO patents (1976-2016) (1) Given the reactants [N+:1]([C:4]1[CH:5]=[C:6]([C:9]([O:11][CH2:12][CH3:13])=[O:10])[NH:7][CH:8]=1)([O-:3])=[O:2].[H-].[Na+].Br[CH2:17][C:18]([C:20]1[CH:25]=[CH:24][C:23]([O:26][CH3:27])=[CH:22][CH:21]=1)=[O:19], predict the reaction product. The product is: [CH3:27][O:26][C:23]1[CH:24]=[CH:25][C:20]([C:18](=[O:19])[CH2:17][N:7]2[CH:8]=[C:4]([N+:1]([O-:3])=[O:2])[CH:5]=[C:6]2[C:9]([O:11][CH2:12][CH3:13])=[O:10])=[CH:21][CH:22]=1. (2) Given the reactants Br[C:2]1[CH:3]=[CH:4][C:5]([C:8]2[CH:26]=[CH:25][C:11]([N:12]([C:19]3[CH:24]=[CH:23][CH:22]=[CH:21][CH:20]=3)[C:13]3[CH:18]=[CH:17][CH:16]=[CH:15][CH:14]=3)=[CH:10][CH:9]=2)=[N:6][CH:7]=1.[C:27]1([N:33]([C:55]2[CH:60]=[CH:59][CH:58]=[CH:57][CH:56]=2)[C:34]2[CH:39]=[CH:38][C:37]([C:40]3[CH:45]=[CH:44][C:43](B4OC(C)(C)C(C)(C)O4)=[CH:42][N:41]=3)=[CH:36][CH:35]=2)[CH:32]=[CH:31][CH:30]=[CH:29][CH:28]=1.C([O-])([O-])=O.[Na+].[Na+].O, predict the reaction product. The product is: [N:6]1[C:5]([C:8]2[CH:26]=[CH:25][C:11]([N:12]([C:19]3[CH:24]=[CH:23][CH:22]=[CH:21][CH:20]=3)[C:13]3[CH:18]=[CH:17][CH:16]=[CH:15][CH:14]=3)=[CH:10][CH:9]=2)=[CH:4][CH:3]=[C:2]([C:43]2[CH:42]=[N:41][C:40]([C:37]3[CH:38]=[CH:39][C:34]([N:33]([C:55]4[CH:56]=[CH:57][CH:58]=[CH:59][CH:60]=4)[C:27]4[CH:32]=[CH:31][CH:30]=[CH:29][CH:28]=4)=[CH:35][CH:36]=3)=[CH:45][CH:44]=2)[CH:7]=1.